From a dataset of Forward reaction prediction with 1.9M reactions from USPTO patents (1976-2016). Predict the product of the given reaction. (1) Given the reactants [CH2:1]([N:6]1[C:10](=[O:11])[CH2:9][CH2:8][C@H:7]1[CH2:12][N:13]1C(=O)C2C(=CC=CC=2)C1=O)[CH2:2][CH:3]([CH3:5])[CH3:4].C1(=O)NC(=O)C2=CC=CC=C12, predict the reaction product. The product is: [NH2:13][CH2:12][C@H:7]1[N:6]([CH2:1][CH2:2][CH:3]([CH3:4])[CH3:5])[C:10](=[O:11])[CH2:9][CH2:8]1. (2) Given the reactants Br[C:2]1[CH:9]=[CH:8][C:5]([C:6]#[N:7])=[C:4]([F:10])[CH:3]=1.[CH3:11][O:12][C:13]1[CH:14]=[C:15](B(O)O)[CH:16]=[CH:17][C:18]=1[O:19][CH3:20].C(=O)([O-])[O-].[Na+].[Na+], predict the reaction product. The product is: [CH3:11][O:12][C:13]1[CH:14]=[C:15]([C:2]2[CH:9]=[CH:8][C:5]([C:6]#[N:7])=[C:4]([F:10])[CH:3]=2)[CH:16]=[CH:17][C:18]=1[O:19][CH3:20]. (3) Given the reactants [CH2:1]([N:8]1[CH2:11][CH:10]([O:12][Si](C)(C)C)[CH2:9]1)[C:2]1[CH:7]=[CH:6][CH:5]=[CH:4][CH:3]=1.C[O-].[Na+], predict the reaction product. The product is: [CH2:1]([N:8]1[CH2:11][CH:10]([OH:12])[CH2:9]1)[C:2]1[CH:3]=[CH:4][CH:5]=[CH:6][CH:7]=1. (4) The product is: [C:21]([NH:1][C:2]1[CH:7]=[CH:6][C:5]([C:8]2[N:17]=[C:16]([C:18]([OH:20])=[O:19])[C:15]3[C:10](=[CH:11][CH:12]=[CH:13][CH:14]=3)[N:9]=2)=[CH:4][CH:3]=1)(=[O:23])[CH3:22]. Given the reactants [NH2:1][C:2]1[CH:7]=[CH:6][C:5]([C:8]2[N:17]=[C:16]([C:18]([OH:20])=[O:19])[C:15]3[C:10](=[CH:11][CH:12]=[CH:13][CH:14]=3)[N:9]=2)=[CH:4][CH:3]=1.[C:21](OC(=O)C)(=[O:23])[CH3:22].[OH-].[K+], predict the reaction product. (5) Given the reactants [OH-].[Na+].I[C:4]1[C:9]([OH:10])=[C:8]([CH2:11][CH2:12][CH2:13][CH2:14][O:15][CH3:16])[CH:7]=[C:6]([I:17])[N:5]=1.[CH3:18]I.O, predict the reaction product. The product is: [I:17][C:6]1[CH:7]=[C:8]([CH2:11][CH2:12][CH2:13][CH2:14][O:15][CH3:16])[C:9]([O:10][CH3:18])=[CH:4][N:5]=1. (6) The product is: [CH3:22][O:21][CH2:20][CH2:19][N:3]1[CH:4]=[CH:5][C:6]([C:8]([O:10][CH3:11])=[O:9])=[CH:7][C:2]1=[O:1].[CH3:27][O:26][CH2:25][CH2:24][O:1][C:2]1[CH:7]=[C:6]([CH:5]=[CH:4][N:3]=1)[C:8]([O:10][CH3:11])=[O:9]. Given the reactants [O:1]=[C:2]1[CH:7]=[C:6]([C:8]([O:10][CH3:11])=[O:9])[CH:5]=[CH:4][NH:3]1.C([O-])([O-])=O.[K+].[K+].C1[CH2:22][O:21][CH2:20][CH2:19]1.Br[CH2:24][CH2:25][O:26][CH3:27], predict the reaction product.